Dataset: Catalyst prediction with 721,799 reactions and 888 catalyst types from USPTO. Task: Predict which catalyst facilitates the given reaction. (1) Reactant: [F:1][C:2]1([C:6]2[CH:11]=[CH:10][C:9]([C:12]3[CH2:16][C:15]([C:21]4[CH:26]=[C:25]([Cl:27])[C:24]([Cl:28])=[C:23]([Cl:29])[CH:22]=4)([C:17]([F:20])([F:19])[F:18])[O:14][N:13]=3)=[CH:8][CH:7]=2)[CH2:5][NH:4][CH2:3]1.[C:30](O)(=[O:34])[CH2:31][CH2:32][CH3:33].F[P-](F)(F)(F)(F)F.N1(OC(N(C)C)=[N+](C)C)C2N=CC=CC=2N=N1.C(N(CC)CC)C. Product: [F:1][C:2]1([C:6]2[CH:11]=[CH:10][C:9]([C:12]3[CH2:16][C:15]([C:21]4[CH:26]=[C:25]([Cl:27])[C:24]([Cl:28])=[C:23]([Cl:29])[CH:22]=4)([C:17]([F:19])([F:20])[F:18])[O:14][N:13]=3)=[CH:8][CH:7]=2)[CH2:3][N:4]([C:30](=[O:34])[CH2:31][CH2:32][CH3:33])[CH2:5]1. The catalyst class is: 9. (2) Reactant: [Cl-].[S:2]1[CH:6]=[CH:5][CH:4]=[C:3]1[CH2:7][P+](C1C=CC=CC=1)(C1C=CC=CC=1)C1C=CC=CC=1.[Li]C1C=CC=CC=1.[CH:34]([C:36]1[CH:41]=[CH:40][C:39]([CH2:42][NH:43][CH2:44][CH2:45][O:46][C:47](=[O:52])[C:48]([CH3:51])([CH3:50])[CH3:49])=[CH:38][C:37]=1[O:53][CH3:54])=O. The catalyst class is: 1. Product: [CH3:54][O:53][C:37]1[CH:38]=[C:39]([CH2:42][NH:43][CH2:44][CH2:45][O:46][C:47](=[O:52])[C:48]([CH3:51])([CH3:50])[CH3:49])[CH:40]=[CH:41][C:36]=1[CH:34]=[CH:7][C:3]1[S:2][CH:6]=[CH:5][CH:4]=1. (3) Reactant: Cl[CH2:2][CH2:3][C:4]([C:6]1[CH:11]=[CH:10][C:9]([F:12])=[CH:8][CH:7]=1)=[O:5].CCN(C(C)C)C(C)C.[Br:22][C:23]1[CH:28]=[CH:27][C:26]([C@@H:29]([NH2:31])[CH3:30])=[CH:25][CH:24]=1.C([O-])([O-])=O.[K+].[K+].[C:38](O[C:38]([O:40][C:41]([CH3:44])([CH3:43])[CH3:42])=[O:39])([O:40][C:41]([CH3:44])([CH3:43])[CH3:42])=[O:39]. Product: [Br:22][C:23]1[CH:28]=[CH:27][C:26]([C@@H:29]([N:31]([CH2:2][CH2:3][C:4]([C:6]2[CH:11]=[CH:10][C:9]([F:12])=[CH:8][CH:7]=2)=[O:5])[C:38](=[O:39])[O:40][C:41]([CH3:44])([CH3:43])[CH3:42])[CH3:30])=[CH:25][CH:24]=1. The catalyst class is: 1. (4) Reactant: [Cl:1][C:2]1[CH:10]=[C:9]([Cl:11])[CH:8]=[C:4]([C:5](O)=[O:6])[C:3]=1[OH:12].S(Cl)([Cl:15])=O.CN(C=O)C. Product: [Cl:1][C:2]1[C:3]([OH:12])=[C:4]([CH:8]=[C:9]([Cl:11])[CH:10]=1)[C:5]([Cl:15])=[O:6]. The catalyst class is: 4. (5) Reactant: [CH3:1][O:2][C:3]1[CH:8]=[CH:7][C:6]([N+:9]([O-])=O)=[CH:5][C:4]=1[CH3:12].[H][H]. Product: [CH3:1][O:2][C:3]1[CH:8]=[CH:7][C:6]([NH2:9])=[CH:5][C:4]=1[CH3:12]. The catalyst class is: 579. (6) Reactant: [C:1]([O:5][C:6]([NH:8][CH:9]([CH2:15][CH2:16][CH2:17][CH3:18])[C@H:10]([OH:14])[C:11](O)=[O:12])=[O:7])([CH3:4])([CH3:3])[CH3:2].Cl.CN.[CH:22]([N:25](CC)C(C)C)(C)C.CN(C(ON1N=NC2C=CC=NC1=2)=[N+](C)C)C.F[P-](F)(F)(F)(F)F. Product: [C:1]([O:5][C:6](=[O:7])[NH:8][C@H:9]([CH:10]([OH:14])[C:11](=[O:12])[NH:25][CH3:22])[CH2:15][CH2:16][CH2:17][CH3:18])([CH3:4])([CH3:3])[CH3:2]. The catalyst class is: 4. (7) Reactant: C1COCC1.Br[CH:7]1[CH2:9][CH2:8]1.[F:10][C:11]1[CH:18]=[CH:17][CH:16]=[CH:15][C:12]=1[C:13]#[N:14].[BH4-].[Na+]. Product: [CH:7]1([CH:13]([C:12]2[CH:15]=[CH:16][CH:17]=[CH:18][C:11]=2[F:10])[NH2:14])[CH2:9][CH2:8]1. The catalyst class is: 5. (8) Reactant: [CH3:1][C:2]1[CH:3]=[C:4]([CH:8]=[CH:9][C:10]=1[N:11]1[CH2:16][CH2:15][O:14][CH2:13][C:12]1=[O:17])[C:5]([OH:7])=O.[Br:18][C:19]1[CH:31]=[CH:30][C:22]2[NH:23][C:24]([C@@H:26]([NH2:29])[CH2:27][OH:28])=[N:25][C:21]=2[CH:20]=1.CN(C(ON1N=NC2C=CC=CC1=2)=[N+](C)C)C.[B-](F)(F)(F)F.CN1CCOCC1. Product: [Br:18][C:19]1[CH:31]=[CH:30][C:22]2[NH:23][C:24]([C@@H:26]([NH:29][C:5](=[O:7])[C:4]3[CH:8]=[CH:9][C:10]([N:11]4[CH2:16][CH2:15][O:14][CH2:13][C:12]4=[O:17])=[C:2]([CH3:1])[CH:3]=3)[CH2:27][OH:28])=[N:25][C:21]=2[CH:20]=1. The catalyst class is: 3. (9) Reactant: Cl[C:2]1[N:3]=[N:4][C:5]([C:8]2[CH:13]=[CH:12][C:11]([CH3:14])=[CH:10][C:9]=2[CH3:15])=[CH:6][CH:7]=1.NC(N)=[S:18].C([O-])([O-])=O.[Na+].[Na+]. The catalyst class is: 14. Product: [CH3:15][C:9]1[CH:10]=[C:11]([CH3:14])[CH:12]=[CH:13][C:8]=1[C:5]1[CH:6]=[CH:7][C:2](=[S:18])[NH:3][N:4]=1. (10) Reactant: Cl.[Br:2][C:3]1[C:4]([CH2:19][NH:20][C:21]([C@@H:23]2[CH2:27][C@@H:26]([F:28])[C@H:25]([CH3:29])[NH:24]2)=[O:22])=[CH:5][C:6]([C:9]2[CH:10]=[N:11][C:12]([C:15]([F:18])([F:17])[F:16])=[N:13][CH:14]=2)=[N:7][CH:8]=1.[F:30][C:31]1[CH:36]=[CH:35][C:34]([S:37](Cl)(=[O:39])=[O:38])=[CH:33][CH:32]=1. Product: [Br:2][C:3]1[C:4]([CH2:19][NH:20][C:21]([C@@H:23]2[CH2:27][C@@H:26]([F:28])[C@H:25]([CH3:29])[N:24]2[S:37]([C:34]2[CH:35]=[CH:36][C:31]([F:30])=[CH:32][CH:33]=2)(=[O:39])=[O:38])=[O:22])=[CH:5][C:6]([C:9]2[CH:10]=[N:11][C:12]([C:15]([F:18])([F:17])[F:16])=[N:13][CH:14]=2)=[N:7][CH:8]=1. The catalyst class is: 4.